Regression. Given a peptide amino acid sequence and an MHC pseudo amino acid sequence, predict their binding affinity value. This is MHC class I binding data. From a dataset of Peptide-MHC class I binding affinity with 185,985 pairs from IEDB/IMGT. (1) The binding affinity (normalized) is 0.225. The MHC is HLA-A11:01 with pseudo-sequence HLA-A11:01. The peptide sequence is RALKYDFNH. (2) The peptide sequence is KLTQGRQTY. The MHC is HLA-B18:01 with pseudo-sequence HLA-B18:01. The binding affinity (normalized) is 0.0847. (3) The MHC is HLA-C12:03 with pseudo-sequence HLA-C12:03. The binding affinity (normalized) is 0.514. The peptide sequence is YLRKHIRAL. (4) The peptide sequence is KETSYTTTI. The binding affinity (normalized) is 0.554. The MHC is HLA-B44:03 with pseudo-sequence HLA-B44:03. (5) The peptide sequence is TSEHGGRAY. The MHC is HLA-B07:02 with pseudo-sequence HLA-B07:02. The binding affinity (normalized) is 0.0847. (6) The peptide sequence is FANHNFTLV. The MHC is HLA-A02:06 with pseudo-sequence HLA-A02:06. The binding affinity (normalized) is 0.966. (7) The peptide sequence is KVRGRLLAL. The MHC is HLA-B40:01 with pseudo-sequence HLA-B40:01. The binding affinity (normalized) is 0.0847. (8) The peptide sequence is PIKCWNCGK. The MHC is Mamu-B03 with pseudo-sequence Mamu-B03. The binding affinity (normalized) is 0.